This data is from Peptide-MHC class I binding affinity with 185,985 pairs from IEDB/IMGT. The task is: Regression. Given a peptide amino acid sequence and an MHC pseudo amino acid sequence, predict their binding affinity value. This is MHC class I binding data. (1) The peptide sequence is FIIFLFILL. The MHC is HLA-A02:02 with pseudo-sequence HLA-A02:02. The binding affinity (normalized) is 0.405. (2) The peptide sequence is EVDEGSDMM. The MHC is HLA-A02:01 with pseudo-sequence HLA-A02:01. The binding affinity (normalized) is 0.0847. (3) The binding affinity (normalized) is 0.120. The MHC is HLA-A11:01 with pseudo-sequence HLA-A11:01. The peptide sequence is DFRDYQSYR. (4) The peptide sequence is LLHCVTESYK. The MHC is HLA-A31:01 with pseudo-sequence HLA-A31:01. The binding affinity (normalized) is 0.507. (5) The peptide sequence is AIKCVDIVK. The MHC is HLA-B40:01 with pseudo-sequence HLA-B40:01. The binding affinity (normalized) is 0.0847. (6) The peptide sequence is FMRERQLPQ. The MHC is HLA-B07:02 with pseudo-sequence HLA-B07:02. The binding affinity (normalized) is 0.213. (7) The peptide sequence is GVDGGWQAL. The MHC is HLA-B57:01 with pseudo-sequence HLA-B57:01. The binding affinity (normalized) is 0.0847. (8) The peptide sequence is ALMVIGMAM. The MHC is HLA-B15:01 with pseudo-sequence HLA-B15:01. The binding affinity (normalized) is 0.911. (9) The peptide sequence is AQNAISTTF. The MHC is HLA-A26:01 with pseudo-sequence HLA-A26:01. The binding affinity (normalized) is 0.451.